Dataset: Forward reaction prediction with 1.9M reactions from USPTO patents (1976-2016). Task: Predict the product of the given reaction. (1) Given the reactants [NH2:1][C:2]1[N:3]=[C:4]2[CH:9]=[CH:8][C:7]([O:10][C:11]3[CH:12]=[C:13]([NH:17][C:18](=[O:29])[C:19]4[CH:24]=[CH:23][CH:22]=[C:21]([C:25]([F:28])([F:27])[F:26])[CH:20]=4)[CH:14]=[CH:15][CH:16]=3)=[N:6][N:5]2[CH:30]=1.C(N(CC)CC)C.[C:38]([O:41][CH2:42][C:43](Cl)=[O:44])(=[O:40])[CH3:39], predict the reaction product. The product is: [C:38]([O:41][CH2:42][C:43](=[O:44])[NH:1][C:2]1[N:3]=[C:4]2[CH:9]=[CH:8][C:7]([O:10][C:11]3[CH:16]=[CH:15][CH:14]=[C:13]([NH:17][C:18](=[O:29])[C:19]4[CH:24]=[CH:23][CH:22]=[C:21]([C:25]([F:28])([F:27])[F:26])[CH:20]=4)[CH:12]=3)=[N:6][N:5]2[CH:30]=1)(=[O:40])[CH3:39]. (2) Given the reactants [Cl:1][C:2]1[CH:3]=[C:4]2[C:13](=[CH:14][CH:15]=1)[C:12](Cl)=[C:11]1[C:6]([CH:7]=[CH:8][C:9]([O:17][CH3:18])=[CH:10]1)=[N:5]2.[CH3:19][O:20][CH2:21][CH2:22][NH2:23], predict the reaction product. The product is: [Cl:1][C:2]1[CH:3]=[C:4]2[C:13](=[CH:14][CH:15]=1)[C:12]([NH:23][CH2:22][CH2:21][O:20][CH3:19])=[C:11]1[C:6]([CH:7]=[CH:8][C:9]([O:17][CH3:18])=[CH:10]1)=[N:5]2.